This data is from Forward reaction prediction with 1.9M reactions from USPTO patents (1976-2016). The task is: Predict the product of the given reaction. (1) Given the reactants Cl.Cl.[NH2:3][CH:4]([CH:10]1[CH2:14][CH2:13][NH:12][CH2:11]1)[C:5]([CH3:9])([CH3:8])[C:6]#[N:7].[NH2:15][N:16]1[C:25](=[O:26])[C:24]2[C:19](=[C:20]([CH3:29])[C:21](F)=[C:22]([F:27])[CH:23]=2)[N:18]([CH:30]2[CH2:32][CH2:31]2)[C:17]1=[O:33].CN(C)C(N(C)C)=N, predict the reaction product. The product is: [NH2:3][CH:4]([CH:10]1[CH2:14][CH2:13][N:12]([C:21]2[C:20]([CH3:29])=[C:19]3[C:24]([C:25](=[O:26])[N:16]([NH2:15])[C:17](=[O:33])[N:18]3[CH:30]3[CH2:31][CH2:32]3)=[CH:23][C:22]=2[F:27])[CH2:11]1)[C:5]([CH3:9])([CH3:8])[C:6]#[N:7]. (2) Given the reactants Cl[C:2]1[N:12]=[C:11]([NH:13][C:14]2[CH:19]=[CH:18][C:17]([N:20]3[CH2:25][CH2:24][N:23]([C:26]([O:28][C:29]([CH3:32])([CH3:31])[CH3:30])=[O:27])[CH2:22][CH2:21]3)=[CH:16][C:15]=2[F:33])[C:5]2=[C:6]([OH:10])[N:7]=[N:8][CH:9]=[C:4]2[CH:3]=1.[Br-].[Cl:35][C:36]1[CH:43]=[CH:42][CH:41]=[C:40]([Cl:44])[C:37]=1[CH2:38][Zn+], predict the reaction product. The product is: [Cl:35][C:36]1[CH:43]=[CH:42][CH:41]=[C:40]([Cl:44])[C:37]=1[CH2:38][C:2]1[N:12]=[C:11]([NH:13][C:14]2[CH:19]=[CH:18][C:17]([N:20]3[CH2:21][CH2:22][N:23]([C:26]([O:28][C:29]([CH3:30])([CH3:32])[CH3:31])=[O:27])[CH2:24][CH2:25]3)=[CH:16][C:15]=2[F:33])[C:5]2=[C:6]([OH:10])[N:7]=[N:8][CH:9]=[C:4]2[CH:3]=1. (3) Given the reactants [C:1]([NH:5][C:6]1[C:7]([C:12]([NH2:14])=[O:13])=[N:8][CH:9]=[CH:10][N:11]=1)(=O)[CH2:2][CH3:3], predict the reaction product. The product is: [CH2:2]([C:1]1[NH:14][C:12](=[O:13])[C:7]2[C:6](=[N:11][CH:10]=[CH:9][N:8]=2)[N:5]=1)[CH3:3]. (4) Given the reactants [CH3:1][C:2]([CH3:9])=[CH:3][CH2:4][CH2:5][C:6](=O)[CH3:7].[OH-].[K+].[C:12](#[N:14])[CH3:13], predict the reaction product. The product is: [C:12](#[N:14])/[CH:13]=[C:6](/[CH2:5][CH2:4][CH:3]=[C:2]([CH3:9])[CH3:1])\[CH3:7]. (5) The product is: [NH2:1][C:2]1[CH:10]=[CH:9][C:5]([C:6]([NH:12][CH:13]2[CH2:18][CH2:17][N:16]([CH3:19])[CH2:15][CH2:14]2)=[O:8])=[CH:4][C:3]=1[F:11]. Given the reactants [NH2:1][C:2]1[CH:10]=[CH:9][C:5]([C:6]([OH:8])=O)=[CH:4][C:3]=1[F:11].[NH2:12][CH:13]1[CH2:18][CH2:17][N:16]([CH3:19])[CH2:15][CH2:14]1.CN(C(ON1N=NC2C=CC=NC1=2)=[N+](C)C)C.F[P-](F)(F)(F)(F)F.CCN(C(C)C)C(C)C, predict the reaction product.